Task: Predict which catalyst facilitates the given reaction.. Dataset: Catalyst prediction with 721,799 reactions and 888 catalyst types from USPTO (1) Reactant: [Br:1][C:2]1[CH:3]=[CH:4][C:5]([Cl:21])=[C:6]([CH:8]([C:10]2[CH:15]=[CH:14][C:13]([O:16][CH2:17][CH3:18])=[C:12]([F:19])[C:11]=2[F:20])O)[CH:7]=1.C([SiH](CC)CC)C.B(F)(F)F.CCOCC. Product: [Br:1][C:2]1[CH:3]=[CH:4][C:5]([Cl:21])=[C:6]([CH2:8][C:10]2[CH:15]=[CH:14][C:13]([O:16][CH2:17][CH3:18])=[C:12]([F:19])[C:11]=2[F:20])[CH:7]=1. The catalyst class is: 500. (2) Product: [CH:12]12[C:10](=[O:11])[O:9][C:7](=[O:8])[C:5]3=[C:4]1[C:3](=[CH:2][CH:1]=[CH:6]3)[CH2:15][CH2:14][CH2:13]2. Reactant: [CH:1]1[CH:6]=[C:5]2[C:7]([O:9][C:10]([C:12]3=[CH:13][CH:14]=[CH:15][C:3](=[C:4]23)[CH:2]=1)=[O:11])=[O:8].[H][H]. The catalyst class is: 153. (3) Reactant: Cl[CH2:2][CH2:3][CH2:4][C:5]([CH:8]1[O:12][CH2:11][CH2:10][O:9]1)([CH3:7])[CH3:6].[C-]#[N:14].[Na+]. Product: [O:9]1[CH2:10][CH2:11][O:12][CH:8]1[C:5]([CH3:7])([CH3:6])[CH2:4][CH2:3][C:2]#[N:14]. The catalyst class is: 58. (4) Product: [CH3:9][O:8][C:4]1[CH:3]=[C:2]([O:19][CH2:18][C:15]2[CH:16]=[N:17][C:12]([C:11]([F:21])([F:10])[F:20])=[CH:13][CH:14]=2)[CH:7]=[CH:6][N:5]=1. The catalyst class is: 432. Reactant: Br[C:2]1[CH:7]=[CH:6][N:5]=[C:4]([O:8][CH3:9])[CH:3]=1.[F:10][C:11]([F:21])([F:20])[C:12]1[N:17]=[CH:16][C:15]([CH2:18][OH:19])=[CH:14][CH:13]=1.CC1C=NC2C(C=1C)=CC=C1C=2N=CC(C)=C1C.C([O-])([O-])=O.[Cs+].[Cs+]. (5) Reactant: [C:1]([NH:4][C:5]1[C:10]([O:11][CH2:12][C:13]2[CH:18]=[CH:17][CH:16]=[CH:15][CH:14]=2)=[CH:9][CH:8]=[CH:7][C:6]=1[NH:19][CH2:20][C:21]([O:23][CH2:24][CH3:25])=[O:22])(=O)[CH3:2].OS(O)(=O)=O.[OH-].[Na+]. Product: [CH2:12]([O:11][C:10]1[C:5]2[N:4]=[C:1]([CH3:2])[N:19]([CH2:20][C:21]([O:23][CH2:24][CH3:25])=[O:22])[C:6]=2[CH:7]=[CH:8][CH:9]=1)[C:13]1[CH:18]=[CH:17][CH:16]=[CH:15][CH:14]=1. The catalyst class is: 14. (6) Reactant: [OH:1][CH2:2][C:3]1[CH2:4][C@H:5]2[C@@:10]([CH3:12])([CH:11]=1)[C@H:9]([CH3:13])[CH2:8][C@H:7]([OH:14])[CH2:6]2. Product: [OH:14][C@@H:7]1[CH2:6][C@@H:5]2[C@@:10]([CH3:12])([CH:11]=[C:3]([CH:2]=[O:1])[CH2:4]2)[C@H:9]([CH3:13])[CH2:8]1. The catalyst class is: 177. (7) Reactant: Cl[CH2:2][C:3]1[N:7]=[C:6]([CH2:8][CH2:9][C:10]([OH:12])=[O:11])[O:5][N:4]=1.CN(C)C=O.[NH:18]1[CH2:23][CH2:22][O:21][CH2:20][CH2:19]1.[OH-].[Na+:25]. Product: [N:18]1([CH2:2][C:3]2[N:7]=[C:6]([CH2:8][CH2:9][C:10]([O-:12])=[O:11])[O:5][N:4]=2)[CH2:23][CH2:22][O:21][CH2:20][CH2:19]1.[Na+:25]. The catalyst class is: 5. (8) Reactant: C([O:8][C:9]1[CH:10]=[C:11]([CH:17]2[CH2:21][NH:20][C:19](=[O:22])[CH2:18]2)[CH:12]=[CH:13][C:14]=1[O:15][CH3:16])C1C=CC=CC=1.[H][H]. Product: [OH:8][C:9]1[CH:10]=[C:11]([CH:17]2[CH2:21][NH:20][C:19](=[O:22])[CH2:18]2)[CH:12]=[CH:13][C:14]=1[O:15][CH3:16]. The catalyst class is: 687. (9) Reactant: [C:1]([CH2:3][CH:4]1[CH:10]([C:11]2[CH:16]=[CH:15][C:14]([Cl:17])=[C:13]([Cl:18])[CH:12]=2)[O:9][CH2:8][CH2:7][N:6](C(OC(C)(C)C)=O)[CH2:5]1)#[N:2].Cl.C(O)C. Product: [ClH:17].[Cl:18][C:13]1[CH:12]=[C:11]([CH:10]2[O:9][CH2:8][CH2:7][NH:6][CH2:5][CH:4]2[CH2:3][C:1]#[N:2])[CH:16]=[CH:15][C:14]=1[Cl:17]. The catalyst class is: 13. (10) Reactant: [CH2:1]([C:5]1[O:6][C:7]2[CH:16]=[CH:15][CH:14]=[CH:13][C:8]=2[C:9]=1[C:10](Cl)=[O:11])[CH2:2][CH2:3][CH3:4].[CH2:17]([NH:24][CH2:25][C:26]1[CH:27]=[C:28]2[C:33](=[CH:34][CH:35]=1)[CH:32]=[C:31]([OH:36])[CH:30]=[CH:29]2)[C:18]1[CH:23]=[CH:22][CH:21]=[CH:20][CH:19]=1.C(N(CC)CC)C. Product: [CH2:17]([N:24]([CH2:25][C:26]1[CH:35]=[CH:34][C:33]2[C:28](=[CH:29][CH:30]=[C:31]([OH:36])[CH:32]=2)[CH:27]=1)[C:10]([C:9]1[C:8]2[CH:13]=[CH:14][CH:15]=[CH:16][C:7]=2[O:6][C:5]=1[CH2:1][CH2:2][CH2:3][CH3:4])=[O:11])[C:18]1[CH:19]=[CH:20][CH:21]=[CH:22][CH:23]=1. The catalyst class is: 56.